Task: Predict the reaction yield, written as a fraction of the theoretical maximum amount of product (1.0 means a 100% yield; for example, 0.34 means a 34% yield).. Dataset: Reaction yield outcomes from USPTO patents with 853,638 reactions (1) The reactants are [CH:1]1([N:4]2[C:8]3[CH:9]=[C:10]([F:13])[CH:11]=[CH:12][C:7]=3[N:6]=[C:5]2[C@@H:14]([NH2:16])[CH3:15])[CH2:3][CH2:2]1.Cl[C:18]1[N:26]=[CH:25][N:24]=[C:23]2[C:19]=1[N:20]=[CH:21][N:22]2C1CCCCO1.CCN(C(C)C)C(C)C. The catalyst is C(O)CCC. The product is [CH:1]1([N:4]2[C:8]3[CH:9]=[C:10]([F:13])[CH:11]=[CH:12][C:7]=3[N:6]=[C:5]2[C@@H:14]([NH:16][C:18]2[N:26]=[CH:25][N:24]=[C:23]3[C:19]=2[N:20]=[CH:21][NH:22]3)[CH3:15])[CH2:3][CH2:2]1. The yield is 0.490. (2) The reactants are [N+:1]1([O-])[C:10]2[C:5](=[CH:6][CH:7]=[CH:8][CH:9]=2)[CH:4]=[CH:3][CH:2]=1.C(Cl)(=O)C1C=CC=CC=1.[C-:21]#[N:22].[K+].O1CCOCC1. The catalyst is O. The product is [C:21]([C:2]1[CH:3]=[CH:4][C:5]2[C:10](=[CH:9][CH:8]=[CH:7][CH:6]=2)[N:1]=1)#[N:22]. The yield is 0.0210. (3) The reactants are [F:1][C:2]([F:42])([F:41])[C:3]1[CH:4]=[C:5]([CH:34]=[C:35]([C:37]([F:40])([F:39])[F:38])[CH:36]=1)[CH2:6][N:7]([CH2:14][C:15]1[CH:20]=[C:19]([C:21]([F:24])([F:23])[F:22])[C:18]([CH3:25])=[CH:17][C:16]=1[C:26]([CH:28]1[CH2:33][CH2:32][CH2:31][CH2:30][CH2:29]1)=[O:27])[C:8]1[N:9]=[N:10][N:11]([CH3:13])[N:12]=1.[CH3:43][Mg]Br.Cl.C(OCC)(=O)C. The catalyst is C1COCC1. The product is [F:42][C:2]([F:1])([F:41])[C:3]1[CH:4]=[C:5]([CH:34]=[C:35]([C:37]([F:38])([F:39])[F:40])[CH:36]=1)[CH2:6][N:7]([CH2:14][C:15]1[CH:20]=[C:19]([C:21]([F:24])([F:23])[F:22])[C:18]([CH3:25])=[CH:17][C:16]=1[C:26]([CH:28]1[CH2:33][CH2:32][CH2:31][CH2:30][CH2:29]1)([OH:27])[CH3:43])[C:8]1[N:9]=[N:10][N:11]([CH3:13])[N:12]=1. The yield is 0.972. (4) The product is [CH2:1]([S:8][C:9]1[C:10]([CH2:17][O:18][CH2:28][O:29][CH3:30])=[CH:11][S:12][C:13]=1[N+:14]([O-:16])=[O:15])[C:2]1[CH:7]=[CH:6][CH:5]=[CH:4][CH:3]=1. The catalyst is ClCCl. The yield is 0.940. The reactants are [CH2:1]([S:8][C:9]1[C:10]([CH2:17][OH:18])=[CH:11][S:12][C:13]=1[N+:14]([O-:16])=[O:15])[C:2]1[CH:7]=[CH:6][CH:5]=[CH:4][CH:3]=1.C(N(C(C)C)CC)(C)C.[CH3:28][O:29][CH2:30]Cl.